From a dataset of Catalyst prediction with 721,799 reactions and 888 catalyst types from USPTO. Predict which catalyst facilitates the given reaction. The catalyst class is: 13. Reactant: [Cl-].O[NH3+:3].[C:4](=[O:7])([O-])[OH:5].[Na+].CS(C)=O.[OH:13][C@H:14]1[CH2:18][CH2:17][CH2:16][C@H:15]1[O:19][C@H:20]1[CH2:25][CH2:24][C@H:23]([N:26]2[C:31](=[O:32])[C:30]([CH2:33][C:34]3[CH:39]=[CH:38][C:37]([C:40]4[C:41]([C:46]#[N:47])=[CH:42][CH:43]=[CH:44][CH:45]=4)=[CH:36][CH:35]=3)=[C:29]([CH2:48][CH2:49][CH3:50])[N:28]3[N:51]=[CH:52][N:53]=[C:27]23)[CH2:22][CH2:21]1. Product: [OH:13][C@H:14]1[CH2:18][CH2:17][CH2:16][C@H:15]1[O:19][C@H:20]1[CH2:21][CH2:22][C@H:23]([N:26]2[C:31](=[O:32])[C:30]([CH2:33][C:34]3[CH:39]=[CH:38][C:37]([C:40]4[CH:45]=[CH:44][CH:43]=[CH:42][C:41]=4[C:46]4[NH:3][C:4](=[O:7])[O:5][N:47]=4)=[CH:36][CH:35]=3)=[C:29]([CH2:48][CH2:49][CH3:50])[N:28]3[N:51]=[CH:52][N:53]=[C:27]23)[CH2:24][CH2:25]1.